Predict the reactants needed to synthesize the given product. From a dataset of Full USPTO retrosynthesis dataset with 1.9M reactions from patents (1976-2016). (1) Given the product [F:1][C:2]1[CH:3]=[CH:4][C:5]([C:8]2[N:9]=[C:10]3[C:15](=[N:16][CH:17]=2)[N:14]=[C:13]([NH:22][CH2:23][C:24]2[CH:25]=[CH:26][C:27]([S:30]([NH2:33])(=[O:31])=[O:32])=[CH:28][CH:29]=2)[NH:12][C:11]3=[O:20])=[CH:6][CH:7]=1, predict the reactants needed to synthesize it. The reactants are: [F:1][C:2]1[CH:7]=[CH:6][C:5]([C:8]2[N:9]=[C:10]3[C:15](=[N:16][CH:17]=2)[N:14]=[C:13](SC)[NH:12][C:11]3=[O:20])=[CH:4][CH:3]=1.Cl.[NH2:22][CH2:23][C:24]1[CH:29]=[CH:28][C:27]([S:30]([NH2:33])(=[O:32])=[O:31])=[CH:26][CH:25]=1.CCN(C(C)C)C(C)C. (2) Given the product [CH2:1]([O:8][C@H:9]([CH3:22])[C@H:10]([NH:14][C:15]([O:17][C:18]([CH3:21])([CH3:20])[CH3:19])=[O:16])[C:11]([O:13][CH2:29][C:30]1[CH:35]=[CH:34][CH:33]=[CH:32][CH:31]=1)=[O:12])[C:2]1[CH:3]=[CH:4][CH:5]=[CH:6][CH:7]=1, predict the reactants needed to synthesize it. The reactants are: [CH2:1]([O:8][C@H:9]([CH3:22])[C@H:10]([NH:14][C:15]([O:17][C:18]([CH3:21])([CH3:20])[CH3:19])=[O:16])[C:11]([OH:13])=[O:12])[C:2]1[CH:7]=[CH:6][CH:5]=[CH:4][CH:3]=1.C([O-])([O-])=O.[K+].[K+].[CH2:29](Br)[C:30]1[CH:35]=[CH:34][CH:33]=[CH:32][CH:31]=1.